The task is: Predict the reactants needed to synthesize the given product.. This data is from Full USPTO retrosynthesis dataset with 1.9M reactions from patents (1976-2016). Given the product [CH:34]([NH:33][C:21]([C:18]1[N:19]=[N:20][C:15]([O:14][CH2:13][C:12]2[N:8]([C:5]3[CH:4]=[CH:3][C:2]([F:1])=[CH:7][CH:6]=3)[N:9]=[N:10][C:11]=2[CH3:24])=[CH:16][CH:17]=1)=[O:23])([CH3:39])[CH3:35], predict the reactants needed to synthesize it. The reactants are: [F:1][C:2]1[CH:7]=[CH:6][C:5]([N:8]2[C:12]([CH2:13][O:14][C:15]3[N:20]=[N:19][C:18]([C:21]([OH:23])=O)=[CH:17][CH:16]=3)=[C:11]([CH3:24])[N:10]=[N:9]2)=[CH:4][CH:3]=1.CN(C(O[N:33]1N=N[C:35]2C=CC=[CH:39][C:34]1=2)=[N+](C)C)C.[B-](F)(F)(F)F.CCN(C(C)C)C(C)C.C(N)(C)C.